This data is from Reaction yield outcomes from USPTO patents with 853,638 reactions. The task is: Predict the reaction yield, written as a fraction of the theoretical maximum amount of product (1.0 means a 100% yield; for example, 0.34 means a 34% yield). The reactants are B(Br)(Br)Br.C([O:12][C:13]1[CH:18]=[CH:17][C:16]([CH:19]2[C:28]3[C:23](=[CH:24][C:25]([O:29]C)=[CH:26][CH:27]=3)[CH2:22][CH2:21][N:20]2[C:31](=[O:36])[C:32]([F:35])([F:34])[F:33])=[CH:15][CH:14]=1)C1C=CC=CC=1.CO. The catalyst is C(Cl)Cl. The product is [F:35][C:32]([F:33])([F:34])[C:31]([N:20]1[CH2:21][CH2:22][C:23]2[C:28](=[CH:27][CH:26]=[C:25]([OH:29])[CH:24]=2)[CH:19]1[C:16]1[CH:17]=[CH:18][C:13]([OH:12])=[CH:14][CH:15]=1)=[O:36]. The yield is 0.100.